Dataset: Rat liver microsome stability data. Task: Regression/Classification. Given a drug SMILES string, predict its absorption, distribution, metabolism, or excretion properties. Task type varies by dataset: regression for continuous measurements (e.g., permeability, clearance, half-life) or binary classification for categorical outcomes (e.g., BBB penetration, CYP inhibition). Dataset: rlm. (1) The molecule is Cc1noc(C)c1C(=O)N1CCC2(CCCN(Cc3ccccc3)C2)CC1. The result is 1 (stable in rat liver microsomes). (2) The molecule is O=C(COc1ccccc1)NC(c1ccccc1Cl)c1cc([N+](=O)[O-])c2cccnc2c1O. The result is 1 (stable in rat liver microsomes). (3) The molecule is COc1cc(Nc2c(C#N)cnc3cc(C=CCCN(C)C)c(OC)cc23)c(Cl)cc1Cl. The result is 1 (stable in rat liver microsomes). (4) The molecule is Cc1ccc(S(=O)(=O)Nc2ccccc2C(=O)Nc2ncc(-c3ccccc3)o2)cc1. The result is 1 (stable in rat liver microsomes). (5) The molecule is CNC1CCC(N(Cc2ccc(OC)c(-c3ccc(C#N)cc3)c2)C(=O)c2sc3ccccc3c2Cl)CC1. The result is 0 (unstable in rat liver microsomes). (6) The drug is CNC[C@@H](O)CCN1c2ccccc2N(c2ccccc2Cl)S1(=O)=O. The result is 1 (stable in rat liver microsomes). (7) The molecule is C[C@H](COc1ccc(-c2ccc(=O)n(C)n2)cc1)CN1CCC[C@H]1C. The result is 0 (unstable in rat liver microsomes).